This data is from Forward reaction prediction with 1.9M reactions from USPTO patents (1976-2016). The task is: Predict the product of the given reaction. (1) Given the reactants [CH3:1][O:2][C:3]1[CH:34]=[CH:33][CH:32]=[CH:31][C:4]=1[O:5][C:6]1[CH:7]=[C:8]([CH:28]=[CH:29][CH:30]=1)[CH2:9][N:10]1[CH2:27][CH2:26][C:13]2([CH2:18][CH2:17][N:16](C(OC(C)(C)C)=O)[CH2:15][CH2:14]2)[CH2:12][CH2:11]1.[ClH:35], predict the reaction product. The product is: [ClH:35].[ClH:35].[CH3:1][O:2][C:3]1[CH:34]=[CH:33][CH:32]=[CH:31][C:4]=1[O:5][C:6]1[CH:7]=[C:8]([CH:28]=[CH:29][CH:30]=1)[CH2:9][N:10]1[CH2:27][CH2:26][C:13]2([CH2:14][CH2:15][NH:16][CH2:17][CH2:18]2)[CH2:12][CH2:11]1. (2) Given the reactants [H-].[Na+].[NH:3]1[CH:7]=[N:6][CH:5]=[N:4]1.CS(O[CH2:13][C@@H:14]1[C@@H:23]([CH3:24])[C@H:22]([C:25]([C:27]2[CH:32]=[C:31]([O:33][CH3:34])[CH:30]=[C:29]([O:35][CH3:36])[CH:28]=2)=[O:26])[C@:21]2([CH3:37])[C@H:16]([C:17]([CH3:39])([CH3:38])[CH2:18][CH2:19][CH2:20]2)[CH2:15]1)(=O)=O.C([O-])(O)=O.[Na+], predict the reaction product. The product is: [CH3:36][O:35][C:29]1[CH:28]=[C:27]([C:25]([C@@H:22]2[C@:21]3([CH3:37])[C@H:16]([C:17]([CH3:39])([CH3:38])[CH2:18][CH2:19][CH2:20]3)[CH2:15][C@H:14]([CH2:13][N:3]3[CH:7]=[N:6][CH:5]=[N:4]3)[C@H:23]2[CH3:24])=[O:26])[CH:32]=[C:31]([O:33][CH3:34])[CH:30]=1. (3) The product is: [C:27]1([CH:26]([NH:33][CH:18]([CH3:20])[CH2:17][CH2:16][C:15]([O:22][CH2:23][CH3:24])=[O:21])[CH3:25])[CH:32]=[CH:31][CH:30]=[CH:29][CH:28]=1. Given the reactants [BH-](OC(C)=O)(OC(C)=O)OC(C)=O.[Na+].[C:15]([O:22][CH2:23][CH3:24])(=[O:21])[CH2:16][CH2:17][C:18]([CH3:20])=O.[CH3:25][CH:26]([NH2:33])[C:27]1[CH:32]=[CH:31][CH:30]=[CH:29][CH:28]=1, predict the reaction product. (4) Given the reactants [CH3:1][C:2]1[N:6]([CH2:7][C:8]2[C:17]3[C:12](=[CH:13][CH:14]=[CH:15][CH:16]=3)[CH:11]=[CH:10][CH:9]=2)[C:5]2[CH:18]=[C:19]([N:25]3[CH2:30][CH2:29][O:28][CH2:27][CH2:26]3)[CH:20]=[C:21]([C:22](O)=[O:23])[C:4]=2[N:3]=1.[H-].[H-].[H-].[H-].[Li+].[Al+3], predict the reaction product. The product is: [CH3:1][C:2]1[N:6]([CH2:7][C:8]2[C:17]3[C:12](=[CH:13][CH:14]=[CH:15][CH:16]=3)[CH:11]=[CH:10][CH:9]=2)[C:5]2[CH:18]=[C:19]([N:25]3[CH2:30][CH2:29][O:28][CH2:27][CH2:26]3)[CH:20]=[C:21]([CH2:22][OH:23])[C:4]=2[N:3]=1. (5) The product is: [Cl-:39].[CH2:2]([C:4]1[C:17]2[C:8](=[S+:9][C:10]3[C:15]([N:16]=2)=[C:14]([CH3:18])[CH:13]=[C:12]([N:19]2[CH2:24][CH2:23][O:22][CH2:21][CH2:20]2)[CH:11]=3)[CH:7]=[C:6]([N:25]2[CH2:31][CH2:30][CH2:29][NH:28][CH2:27][CH2:26]2)[CH:5]=1)[CH3:3]. Given the reactants [I-].[CH2:2]([C:4]1[C:17]2[C:8](=[S+:9][C:10]3[C:15]([N:16]=2)=[C:14]([CH3:18])[CH:13]=[C:12]([N:19]2[CH2:24][CH2:23][O:22][CH2:21][CH2:20]2)[CH:11]=3)[CH:7]=[C:6]([N:25]2[CH2:31][CH2:30][CH2:29][N:28](C(OC(C)(C)C)=O)[CH2:27][CH2:26]2)[CH:5]=1)[CH3:3].[Cl:39]CCl, predict the reaction product. (6) Given the reactants [OH-:1].[Na+].[C:3]([O:7][C:8]([N:10]1[C:15](=[O:16])[CH2:14][O:13][CH2:12][C@@H:11]1[C@H:17]([O:19][CH2:20][C:21]1[CH:26]=[CH:25][CH:24]=[CH:23][CH:22]=1)[CH3:18])=[O:9])([CH3:6])([CH3:5])[CH3:4], predict the reaction product. The product is: [CH2:20]([O:19][C@H:17]([CH3:18])[C@H:11]([NH:10][C:8]([O:7][C:3]([CH3:6])([CH3:5])[CH3:4])=[O:9])[CH2:12][O:13][CH2:14][C:15]([OH:1])=[O:16])[C:21]1[CH:26]=[CH:25][CH:24]=[CH:23][CH:22]=1.